This data is from TCR-epitope binding with 47,182 pairs between 192 epitopes and 23,139 TCRs. The task is: Binary Classification. Given a T-cell receptor sequence (or CDR3 region) and an epitope sequence, predict whether binding occurs between them. (1) The epitope is LLQTGIHVRVSQPSL. The TCR CDR3 sequence is CSARDPAGANRETQYF. Result: 1 (the TCR binds to the epitope). (2) The epitope is KEIDRLNEV. The TCR CDR3 sequence is CSARDQRTSLYNEQFF. Result: 0 (the TCR does not bind to the epitope). (3) The epitope is EEHVQIHTI. The TCR CDR3 sequence is CASSENSLGRGLVKTQYF. Result: 0 (the TCR does not bind to the epitope). (4) The epitope is CLGGLLTMV. The TCR CDR3 sequence is CATSRPNRGEAFF. Result: 1 (the TCR binds to the epitope). (5) The epitope is MPASWVMRI. The TCR CDR3 sequence is CASSLGLAGSDTQYF. Result: 1 (the TCR binds to the epitope). (6) The epitope is ILGLPTQTV. The TCR CDR3 sequence is CASSEAGSSYNEQFF. Result: 1 (the TCR binds to the epitope). (7) The epitope is TSNQVAVLY. The TCR CDR3 sequence is CASSVVGGRDGYTF. Result: 1 (the TCR binds to the epitope). (8) The epitope is NLSALGIFST. The TCR CDR3 sequence is CASSLEVAGGNEQFF. Result: 0 (the TCR does not bind to the epitope). (9) The epitope is LPPAYTNSF. The TCR CDR3 sequence is CASSQAEGDGYTF. Result: 1 (the TCR binds to the epitope). (10) The epitope is ELAGIGILTV. The TCR CDR3 sequence is CSVPKTGSYEQYF. Result: 1 (the TCR binds to the epitope).